This data is from Catalyst prediction with 721,799 reactions and 888 catalyst types from USPTO. The task is: Predict which catalyst facilitates the given reaction. (1) Reactant: Br[C:2]1[CH:3]=[CH:4][C:5]([O:8][CH3:9])=[N:6][CH:7]=1.[B:10]1([B:10]2[O:14][C:13]([CH3:16])([CH3:15])[C:12]([CH3:18])([CH3:17])[O:11]2)[O:14][C:13]([CH3:16])([CH3:15])[C:12]([CH3:18])([CH3:17])[O:11]1.C([O-])(=O)C.[K+]. Product: [CH3:9][O:8][C:5]1[CH:4]=[CH:3][C:2]([B:10]2[O:14][C:13]([CH3:16])([CH3:15])[C:12]([CH3:18])([CH3:17])[O:11]2)=[CH:7][N:6]=1. The catalyst class is: 462. (2) Reactant: [Br:1][C:2]1[CH:7]=[CH:6][CH:5]=[CH:4][C:3]=1/[CH:8]=[CH:9]\[C:10]1[CH:15]=[CH:14][CH:13]=[CH:12][C:11]=1I.C([SnH](CCCC)CCCC)CCC.N(C(C)(C)C#N)=NC(C)(C)C#N. Product: [Br:1][C:2]1[C:3]2[CH:8]=[CH:9][C:10]3[C:15](=[CH:14][CH:13]=[CH:12][CH:11]=3)[C:4]=2[CH:5]=[CH:6][CH:7]=1. The catalyst class is: 11. (3) Reactant: Cl.C([O:5][C@H:6]([CH3:33])[CH2:7][CH2:8][CH2:9][CH2:10][N:11]1[C:16](=[O:17])[C:15]2[C:18](=[O:30])[CH:19]=[C:20]([CH3:29])[N:21]([CH2:22][C:23]3[CH:28]=[CH:27][CH:26]=[CH:25][CH:24]=3)[C:14]=2[N:13]([CH3:31])[C:12]1=[O:32])(=O)C. Product: [CH2:22]([N:21]1[C:14]2[N:13]([CH3:31])[C:12](=[O:32])[N:11]([CH2:10][CH2:9][CH2:8][CH2:7][C@H:6]([OH:5])[CH3:33])[C:16](=[O:17])[C:15]=2[C:18](=[O:30])[CH:19]=[C:20]1[CH3:29])[C:23]1[CH:28]=[CH:27][CH:26]=[CH:25][CH:24]=1. The catalyst class is: 5. (4) Reactant: Cl[CH2:2][C:3]1[N:4]([S:8]([CH3:11])(=[O:10])=[O:9])[CH:5]=[CH:6][CH:7]=1.[CH2:12]([O:14][C:15]([C:17]1[CH:18]=[N:19][NH:20][CH:21]=1)=[O:16])[CH3:13].C(=O)([O-])[O-].[K+].[K+]. Product: [CH2:12]([O:14][C:15]([C:17]1[CH:18]=[N:19][N:20]([CH2:2][C:3]2[N:4]([S:8]([CH3:11])(=[O:10])=[O:9])[CH:5]=[CH:6][CH:7]=2)[CH:21]=1)=[O:16])[CH3:13]. The catalyst class is: 21. (5) Reactant: [CH3:1][C:2]([OH:16])([C@H:4]([CH3:15])[CH2:5][S:6]([C:9]1[CH:14]=[CH:13][CH:12]=[CH:11][CH:10]=1)(=[O:8])=[O:7])[CH3:3].[CH3:17][Si:18]([CH3:25])([CH3:24])N1C=CN=C1. Product: [CH3:17][Si:18]([CH3:25])([CH3:24])[O:16][C:2]([CH3:1])([CH3:3])[C@H:4]([CH3:15])[CH2:5][S:6]([C:9]1[CH:10]=[CH:11][CH:12]=[CH:13][CH:14]=1)(=[O:8])=[O:7]. The catalyst class is: 9. (6) Reactant: F[C:2]1[CH:7]=[CH:6][CH:5]=[CH:4][C:3]=1[C@H:8]([NH:12][P:13]([C:21]1[CH:26]=[CH:25][CH:24]=[CH:23][CH:22]=1)([C:15]1[CH:20]=[CH:19][CH:18]=[CH:17][CH:16]=1)=[O:14])[CH2:9][CH:10]=[CH2:11].[NH2:27][C:28]1[CH:33]=[CH:32][CH:31]=CC=1O.CO.[O-2].[Al+3].[O-2].[O-2].[Al+3]. Product: [CH2:7]([N:27]([CH2:28][CH2:33][CH2:32][CH3:31])[C:6]1[CH:5]=[CH:4][C:3]([C@H:8]([NH:12][P:13]([C:21]2[CH:26]=[CH:25][CH:24]=[CH:23][CH:22]=2)([C:15]2[CH:20]=[CH:19][CH:18]=[CH:17][CH:16]=2)=[O:14])[CH2:9][CH:10]=[CH2:11])=[CH:2][CH:7]=1)[CH2:2][CH2:3][CH3:4]. The catalyst class is: 268. (7) Reactant: [NH:1]1[C:10]2[C:5](=[CH:6][CH:7]=[CH:8][C:9]=2[C:11]([OH:13])=O)[CH2:4][CH2:3][CH2:2]1.[CH2:14]([O:16][C:17]([C:19]1([NH2:28])[CH2:27][C:26]2[C:21](=[CH:22][CH:23]=[CH:24][CH:25]=2)[CH2:20]1)=[O:18])[CH3:15].CN(C(ON1N=NC2C=CC=NC1=2)=[N+](C)C)C.F[P-](F)(F)(F)(F)F.CCN(C(C)C)C(C)C. Product: [CH2:14]([O:16][C:17]([C:19]1([NH:28][C:11]([C:9]2[CH:8]=[CH:7][CH:6]=[C:5]3[C:10]=2[NH:1][CH2:2][CH2:3][CH2:4]3)=[O:13])[CH2:27][C:26]2[C:21](=[CH:22][CH:23]=[CH:24][CH:25]=2)[CH2:20]1)=[O:18])[CH3:15]. The catalyst class is: 3. (8) Reactant: [NH:1]1[C:9]2[C:4](=[N:5][CH:6]=[C:7]([C:10]3[N:18]=[C:17]4[C:13]([NH:14][C:15](=[O:27])[N:16]4[C@H:19]4[CH2:24][CH2:23][C@@H:22]([O:25][CH3:26])[CH2:21][CH2:20]4)=[C:12]([C:28]([NH2:30])=[O:29])[N:11]=3)[CH:8]=2)[N:3]=[CH:2]1.N/C(/C#N)=C(\NC(N[C@H:40]1[CH2:45][CH2:44][C@@H:43]([O:46][CH3:47])CC1)=O)/C#N.O1CCCCC1N1C2C(=NC=C(C=O)C=2)N=C1.C(N(CC)CC)C. Product: [CH3:26][O:25][C@@H:22]1[CH2:21][CH2:20][C@H:19]([N:16]2[C:15](=[O:27])[NH:14][C:13]3[C:17]2=[N:18][C:10]([C:7]2[CH:8]=[C:9]4[N:1]([CH:43]5[CH2:44][CH2:45][CH2:40][CH2:47][O:46]5)[CH:2]=[N:3][C:4]4=[N:5][CH:6]=2)=[N:11][C:12]=3[C:28]([NH2:30])=[O:29])[CH2:24][CH2:23]1. The catalyst class is: 5. (9) Reactant: [NH2:1][C:2]1[CH:11]=[CH:10][CH:9]=[C:8]2[C:3]=1[CH:4]=[CH:5][C:6]([OH:12])=[CH:7]2.[C:13]([O-:16])([O-])=O.[K+].[K+].[Cl-].O. Product: [OH:12][C:6]1[CH:7]=[C:8]2[C:3](=[CH:4][CH:5]=1)[C:2]([NH:1][C:13](=[O:16])[C:2]1[CH:11]=[CH:10][CH:9]=[CH:8][CH:3]=1)=[CH:11][CH:10]=[CH:9]2. The catalyst class is: 2.